From a dataset of Catalyst prediction with 721,799 reactions and 888 catalyst types from USPTO. Predict which catalyst facilitates the given reaction. (1) Reactant: C[O:2][C:3](=O)[N:4]=[C:5](SC)[C:6]([C:20]1[CH:21]=[C:22]([O:30][CH2:31][CH3:32])[C:23]2[O:28][CH2:27][O:26][CH2:25][C:24]=2[CH:29]=1)=[N:7][C:8]1[CH:13]=[CH:12][C:11]([C:14]2[N:18]=[C:17]([CH3:19])[O:16][N:15]=2)=[CH:10][CH:9]=1.[NH:36]([C:38]1[N:43]=[CH:42][CH:41]=[CH:40][N:39]=1)[NH2:37].C(N(CC)CC)C. Product: [CH2:31]([O:30][C:22]1[C:23]2[O:28][CH2:27][O:26][CH2:25][C:24]=2[CH:29]=[C:20]([CH:6]([NH:7][C:8]2[CH:9]=[CH:10][C:11]([C:14]3[N:18]=[C:17]([CH3:19])[O:16][N:15]=3)=[CH:12][CH:13]=2)[C:5]2[NH:4][C:3](=[O:2])[N:36]([C:38]3[N:43]=[CH:42][CH:41]=[CH:40][N:39]=3)[N:37]=2)[CH:21]=1)[CH3:32]. The catalyst class is: 3. (2) Reactant: [CH2:1]([N:8]1[C:12](=[O:13])[C:11]([C:14]2[CH:19]=[CH:18][CH:17]=[CH:16][CH:15]=2)=[C:10]([NH:20][C:21]2[CH:26]=[CH:25][C:24]([O:27][CH3:28])=[CH:23][CH:22]=2)[C:9]1=O)[C:2]1[CH:7]=[CH:6][CH:5]=[CH:4][CH:3]=1.COC1C=CC(P2(SP(C3C=CC(OC)=CC=3)(=S)S2)=[S:39])=CC=1. Product: [CH2:1]([N:8]1[C:9](=[S:39])[C:10]([NH:20][C:21]2[CH:26]=[CH:25][C:24]([O:27][CH3:28])=[CH:23][CH:22]=2)=[C:11]([C:14]2[CH:19]=[CH:18][CH:17]=[CH:16][CH:15]=2)[C:12]1=[O:13])[C:2]1[CH:7]=[CH:6][CH:5]=[CH:4][CH:3]=1. The catalyst class is: 11. (3) Reactant: C(N(CC)CC)C.[CH:8]([C:10]1[C:18]2[C:13](=[CH:14][CH:15]=[CH:16][CH:17]=2)[N:12](C(OC(C)(C)C)=O)[CH:11]=1)=[O:9].[CH3:26][O:27][C:28]1[CH:29]=[C:30]([CH:41]=[CH:42][CH:43]=1)[N:31]=[CH:32][C:33]1[CH:38]=[N:37][C:36]([O:39][CH3:40])=[CH:35][N:34]=1. Product: [NH:12]1[C:13]2[C:18](=[CH:17][CH:16]=[CH:15][CH:14]=2)[C:10]([C:8](=[O:9])[CH:32]([NH:31][C:30]2[CH:41]=[CH:42][CH:43]=[C:28]([O:27][CH3:26])[CH:29]=2)[C:33]2[CH:38]=[N:37][C:36]([O:39][CH3:40])=[CH:35][N:34]=2)=[CH:11]1. The catalyst class is: 433. (4) Reactant: [CH3:1][C:2]1[C:3]([CH3:21])=[CH:4][C:5]2[N:14]([CH2:15][CH:16]=O)[C:13]3[C:8]([C:9](=[O:19])[NH:10][C:11](=[O:18])[N:12]=3)=[N:7][C:6]=2[CH:20]=1.[NH2:22][CH2:23][CH2:24][CH2:25][NH:26][S:27]([C:30]([F:33])([F:32])[F:31])(=[O:29])=[O:28].C(O)(=O)C.C([BH3-])#N.[Na+]. Product: [CH3:1][C:2]1[C:3]([CH3:21])=[CH:4][C:5]2[N:14]([CH2:15][CH2:16][NH:22][CH2:23][CH2:24][CH2:25][NH:26][S:27]([C:30]([F:33])([F:31])[F:32])(=[O:28])=[O:29])[C:13]3[C:8]([C:9](=[O:19])[NH:10][C:11](=[O:18])[N:12]=3)=[N:7][C:6]=2[CH:20]=1. The catalyst class is: 5. (5) Reactant: [Cl:1][C:2]1[CH:7]=[CH:6][CH:5]=[C:4]([Cl:8])[C:3]=1[NH:9][C:10]([NH2:12])=[S:11].Br[CH2:14][C:15]([C:17]1[CH:26]=[CH:25][C:24]2[NH:23][C:22](=[O:27])[C:21]3[NH:28][CH:29]=[CH:30][C:20]=3[C:19]=2[CH:18]=1)=O.[CH2:31]([C:33]([O-:35])=[O:34])[CH3:32]. Product: [Cl:1][C:2]1[CH:7]=[CH:6][CH:5]=[C:4]([Cl:8])[C:3]=1[NH:9][C:10]1[S:11][CH:14]=[C:15]([C:17]2[CH:26]=[CH:25][C:24]3[NH:23][C:22](=[O:27])[C:21]4[NH:28][CH:29]=[CH:30][C:20]=4[C:19]=3[CH:18]=2)[N:12]=1.[CH2:31]([C:33]([O-:35])=[O:34])[CH3:32]. The catalyst class is: 8. (6) Reactant: C(O)(C(F)(F)F)=O.[Cl:8][C:9]1[CH:10]=[CH:11][C:12]([CH:31]([NH:36][C:37]2[CH:42]=[CH:41][C:40]([O:43][CH3:44])=[CH:39][CH:38]=2)[C:32]([F:35])([F:34])[F:33])=[C:13]([CH:30]=1)[CH2:14][NH:15][C:16](=[O:29])[C@@H:17]1[CH2:21][CH2:20][CH2:19][N:18]1C(OC(C)(C)C)=O. Product: [Cl:8][C:9]1[CH:10]=[CH:11][C:12]([CH:31]([NH:36][C:37]2[CH:42]=[CH:41][C:40]([O:43][CH3:44])=[CH:39][CH:38]=2)[C:32]([F:35])([F:34])[F:33])=[C:13]([CH:30]=1)[CH2:14][NH:15][C:16](=[O:29])[C@@H:17]1[CH2:21][CH2:20][CH2:19][NH:18]1. The catalyst class is: 2. (7) The catalyst class is: 4. Reactant: [Cl:1][CH:2]([C:18]1[CH:23]=[CH:22][CH:21]=[CH:20][CH:19]=1)[C:3]([N:5]1[CH2:14][C:13]2[CH:12]=[N:11][C:10]3[NH:15][N:16]=[CH:17][C:9]=3[C:8]=2[CH2:7][CH2:6]1)=[O:4].[Br:24]N1C(=O)CCC1=O. Product: [Br:24][C:17]1[C:9]2[C:8]3[CH2:7][CH2:6][N:5]([C:3](=[O:4])[CH:2]([Cl:1])[C:18]4[CH:23]=[CH:22][CH:21]=[CH:20][CH:19]=4)[CH2:14][C:13]=3[CH:12]=[N:11][C:10]=2[NH:15][N:16]=1. (8) Reactant: Cl[C:2]1[C:3]([C:8]#[N:9])=[N:4][CH:5]=[CH:6][N:7]=1.C(=O)([O-])[O-].[Na+].[Na+].[CH2:16]([O:18][C:19](=[O:22])[CH2:20][SH:21])[CH3:17]. Product: [NH2:9][C:8]1[C:3]2[C:2](=[N:7][CH:6]=[CH:5][N:4]=2)[S:21][C:20]=1[C:19]([O:18][CH2:16][CH3:17])=[O:22]. The catalyst class is: 8. (9) Reactant: [Br:1][C:2]1[CH:7]=[CH:6][C:5]([C@H:8]([NH:10][C:11](=[O:16])[C:12]([CH3:15])([CH3:14])[CH3:13])[CH3:9])=[CH:4][CH:3]=1.C1([Li])C=CC=CC=1.[CH2:24]=[O:25].O. Product: [Br:1][C:2]1[CH:3]=[CH:4][C:5]([C@H:8]([NH:10][C:11](=[O:16])[C:12]([CH3:15])([CH3:14])[CH3:13])[CH3:9])=[C:6]([CH:7]=1)[CH2:24][OH:25]. The catalyst class is: 7.